Dataset: Reaction yield outcomes from USPTO patents with 853,638 reactions. Task: Predict the reaction yield, written as a fraction of the theoretical maximum amount of product (1.0 means a 100% yield; for example, 0.34 means a 34% yield). (1) The reactants are Br[C:2]1[CH:7]=[CH:6][C:5]([Cl:8])=[CH:4][C:3]=1[CH3:9].[CH3:10][O:11][C:12]1[CH:17]=[CH:16][CH:15]=[CH:14][C:13]=1B(O)O.C(=O)([O-])[O-].[K+].[K+].CC1C=CC(S(OCC2CC3C(C4C=CC=CC=4)=CC=CC=3O2)(=O)=O)=CC=1. The yield is 0.890. The product is [CH3:10][O:11][C:12]1[C:13]([C:2]2[CH:7]=[CH:6][C:5]([Cl:8])=[CH:4][C:3]=2[CH3:9])=[CH:14][CH:15]=[CH:16][CH:17]=1. The catalyst is CC1C=CC=CC=1[P](C1C=CC=CC=1C)([Pd](Cl)(Cl)[P](C1=C(C)C=CC=C1)(C1C=CC=CC=1C)C1C=CC=CC=1C)C1C=CC=CC=1C. (2) The reactants are [NH2:1][C:2]1[CH:7]=[CH:6][C:5]([C:8]([N:10]2[CH2:15][CH2:14][N:13]([CH3:16])[CH2:12][CH2:11]2)=[O:9])=[CH:4][CH:3]=1.[Br:17][C:18]1[CH:23]=[CH:22][C:21]([N:24]=[C:25]=[O:26])=[CH:20][CH:19]=1. The catalyst is C(Cl)Cl. The product is [Br:17][C:18]1[CH:23]=[CH:22][C:21]([NH:24][C:25]([NH:1][C:2]2[CH:3]=[CH:4][C:5]([C:8]([N:10]3[CH2:11][CH2:12][N:13]([CH3:16])[CH2:14][CH2:15]3)=[O:9])=[CH:6][CH:7]=2)=[O:26])=[CH:20][CH:19]=1. The yield is 0.790. (3) The reactants are [CH2:1]([O:8][C:9]1[CH:16]=[C:15]([O:17][CH3:18])[CH:14]=[CH:13][C:10]=1[CH:11]=[O:12])[C:2]1[CH:7]=[CH:6][CH:5]=[CH:4][CH:3]=1.C1C(=O)N([Br:26])C(=O)C1. The catalyst is C(Cl)(Cl)(Cl)Cl. The product is [CH2:1]([O:8][C:9]1[CH:16]=[C:15]([O:17][CH3:18])[C:14]([Br:26])=[CH:13][C:10]=1[CH:11]=[O:12])[C:2]1[CH:3]=[CH:4][CH:5]=[CH:6][CH:7]=1. The yield is 0.770. (4) The reactants are [NH:1]1[C:5]2=[N:6][CH:7]=[N:8][C:9](O)=[C:4]2[CH:3]=[N:2]1.CN(C)C1C=CC=CC=1.P(Cl)(Cl)([Cl:22])=O. No catalyst specified. The product is [Cl:22][C:9]1[N:8]=[CH:7][N:6]=[C:5]2[NH:1][N:2]=[CH:3][C:4]=12. The yield is 0.410. (5) The reactants are [H-].[Na+].[C:3]1([CH2:9][CH2:10][C:11]([O:13][CH2:14][CH3:15])=[O:12])[CH:8]=[CH:7][CH:6]=[CH:5][CH:4]=1.[CH:16](OCC)=[O:17].C(O)(=O)C. The catalyst is COCCOC. The product is [CH:16]([CH:10]([CH2:9][C:3]1[CH:8]=[CH:7][CH:6]=[CH:5][CH:4]=1)[C:11]([O:13][CH2:14][CH3:15])=[O:12])=[O:17]. The yield is 1.00. (6) The reactants are I[C:2]1[CH:3]=[C:4]2[C:8](=[CH:9][CH:10]=1)[N:7]([CH:11]1[CH2:16][CH2:15][CH2:14][CH2:13][O:12]1)[N:6]=[C:5]2[CH:17]=[O:18].B1(B2OC(C)(C)C(C)(C)O2)OC(C)(C)C(C)(C)O1.CC([O-])=O.[K+].[O-]P([O-])([O-])=O.[K+].[K+].[K+].Br[C:51]1[CH:52]=[N:53][CH:54]=[C:55]([CH:63]=1)[C:56]([NH:58][CH2:59][CH:60]1[CH2:62][CH2:61]1)=[O:57]. The catalyst is C1C=CC(P(C2C=CC=CC=2)[C-]2C=CC=C2)=CC=1.C1C=CC(P(C2C=CC=CC=2)[C-]2C=CC=C2)=CC=1.Cl[Pd]Cl.[Fe+2].C1C=CC([P]([Pd]([P](C2C=CC=CC=2)(C2C=CC=CC=2)C2C=CC=CC=2)([P](C2C=CC=CC=2)(C2C=CC=CC=2)C2C=CC=CC=2)[P](C2C=CC=CC=2)(C2C=CC=CC=2)C2C=CC=CC=2)(C2C=CC=CC=2)C2C=CC=CC=2)=CC=1.O.CN(C=O)C. The product is [CH:60]1([CH2:59][NH:58][C:56](=[O:57])[C:55]2[CH:63]=[C:51]([C:2]3[CH:3]=[C:4]4[C:8](=[CH:9][CH:10]=3)[N:7]([CH:11]3[CH2:16][CH2:15][CH2:14][CH2:13][O:12]3)[N:6]=[C:5]4[CH:17]=[O:18])[CH:52]=[N:53][CH:54]=2)[CH2:62][CH2:61]1. The yield is 0.900. (7) The yield is 0.720. The product is [CH3:18][C:19]1[O:23][C:22]([C:2]2[N:7]=[C:6]([NH2:8])[N:5]=[C:4]([NH2:9])[C:3]=2[N+:10]([O-:12])=[O:11])=[CH:21][CH:20]=1. The catalyst is C1COCC1.CCOC(C)=O.O.C1C=CC([P]([Pd]([P](C2C=CC=CC=2)(C2C=CC=CC=2)C2C=CC=CC=2)([P](C2C=CC=CC=2)(C2C=CC=CC=2)C2C=CC=CC=2)[P](C2C=CC=CC=2)(C2C=CC=CC=2)C2C=CC=CC=2)(C2C=CC=CC=2)C2C=CC=CC=2)=CC=1. The reactants are Cl[C:2]1[N:7]=[C:6]([NH2:8])[N:5]=[C:4]([NH2:9])[C:3]=1[N+:10]([O-:12])=[O:11].C([O-])(O)=O.[Na+].[CH3:18][C:19]1[O:23][C:22](B(O)O)=[CH:21][CH:20]=1. (8) The reactants are [Cl:1][C:2]1[N:3]=[C:4](Cl)[C:5]2[CH2:10][CH2:9][CH:8]([C:11]3[CH:16]=[CH:15][C:14]([F:17])=[C:13]([F:18])[CH:12]=3)[C:6]=2[N:7]=1.[CH3:20][NH:21][CH3:22]. The catalyst is CO. The product is [Cl:1][C:2]1[N:3]=[C:4]([N:21]([CH3:22])[CH3:20])[C:5]2[CH2:10][CH2:9][CH:8]([C:11]3[CH:16]=[CH:15][C:14]([F:17])=[C:13]([F:18])[CH:12]=3)[C:6]=2[N:7]=1. The yield is 0.318.